From a dataset of Forward reaction prediction with 1.9M reactions from USPTO patents (1976-2016). Predict the product of the given reaction. Given the reactants [CH3:1][C:2]1[C:3]([CH2:9][NH:10][C@@H:11]2[C:20]3[N:19]=[CH:18][CH:17]=[CH:16][C:15]=3[CH2:14][CH2:13][CH2:12]2)=[N:4][CH:5]=[C:6]([CH3:8])[CH:7]=1.[CH3:21][O:22][C:23](=[O:34])[C:24]1[CH:29]=[C:28]([C:30]#[N:31])[CH:27]=[CH:26][C:25]=1[CH2:32]Br.CCN(C(C)C)C(C)C, predict the reaction product. The product is: [CH3:21][O:22][C:23](=[O:34])[C:24]1[CH:29]=[C:28]([C:30]#[N:31])[CH:27]=[CH:26][C:25]=1[CH2:32][N:10]([CH2:9][C:3]1[C:2]([CH3:1])=[CH:7][C:6]([CH3:8])=[CH:5][N:4]=1)[CH:11]1[C:20]2[N:19]=[CH:18][CH:17]=[CH:16][C:15]=2[CH2:14][CH2:13][CH2:12]1.